Dataset: Tox21: 12 toxicity assays (nuclear receptors and stress response pathways). Task: Binary classification across 12 toxicity assays. (1) The compound is Nc1cc(Cl)c(N)c(Cl)c1. It tested positive (active) for: NR-AhR (Aryl hydrocarbon Receptor agonist activity), NR-Aromatase (Aromatase enzyme inhibition), and SR-ARE (Antioxidant Response Element (oxidative stress)). (2) The compound is CCN(CC)CCOc1ccc(C(=C(Cl)c2ccccc2)c2ccccc2)cc1.O=C(O)CC(O)(CC(=O)O)C(=O)O. It tested positive (active) for: NR-Aromatase (Aromatase enzyme inhibition). (3) The molecule is CCOC(=O)c1ccc(C#Cc2ccc3c(c2)C(C)(C)CCS3)nc1. It tested positive (active) for: NR-Aromatase (Aromatase enzyme inhibition). (4) The compound is C=CCOc1c(Br)cc(C(C)(C)c2cc(Br)c(OCC=C)c(Br)c2)cc1Br. It tested positive (active) for: SR-ARE (Antioxidant Response Element (oxidative stress)). (5) The compound is C[C@]12CC[C@H]3[C@@H](CC[C@@]45O[C@@H]4C(O)=C(C#N)C[C@]35C)[C@@H]1CC[C@@H]2O. It tested positive (active) for: NR-AR (Androgen Receptor agonist activity), NR-AR-LBD (Androgen Receptor Ligand Binding Domain agonist), NR-ER (Estrogen Receptor agonist activity), SR-ARE (Antioxidant Response Element (oxidative stress)), and SR-p53 (p53 tumor suppressor activation).